Dataset: Full USPTO retrosynthesis dataset with 1.9M reactions from patents (1976-2016). Task: Predict the reactants needed to synthesize the given product. (1) Given the product [Br:39][C:36]1[CH:37]=[CH:38][C:11]([OH:10])=[C:12]([CH:35]=1)[C:13]([NH:15][C:16]1[CH:28]=[C:27]([C:29]2[CH:34]=[CH:33][CH:32]=[CH:31][CH:30]=2)[CH:26]=[CH:25][C:17]=1[C:18]([OH:20])=[O:19])=[O:14], predict the reactants needed to synthesize it. The reactants are: C(=O)([O-])[O-].[K+].[K+].C([O:10][C:11]1[CH:38]=[CH:37][C:36]([Br:39])=[CH:35][C:12]=1[C:13]([NH:15][C:16]1[CH:28]=[C:27]([C:29]2[CH:34]=[CH:33][CH:32]=[CH:31][CH:30]=2)[CH:26]=[CH:25][C:17]=1[C:18]([O:20]C(C)(C)C)=[O:19])=[O:14])(=O)C.C(O)(=O)CC(CC(O)=O)(C(O)=O)O.C(OCC)(=O)C. (2) Given the product [F:14][C:15]1[C:20]([C:21]2[CH:22]=[N:23][CH:24]=[CH:25][CH:26]=2)=[CH:19][CH:18]=[CH:17][C:16]=1[C:2]1[CH:3]=[C:4]([C:8]2[CH:13]=[CH:12][CH:11]=[CH:10][CH:9]=2)[N:5]=[N:6][CH:7]=1, predict the reactants needed to synthesize it. The reactants are: I[C:2]1[CH:3]=[C:4]([C:8]2[CH:13]=[CH:12][CH:11]=[CH:10][CH:9]=2)[N:5]=[N:6][CH:7]=1.[F:14][C:15]1[C:20]([C:21]2[CH:22]=[N:23][CH:24]=[CH:25][CH:26]=2)=[CH:19][CH:18]=[CH:17][C:16]=1B(O)O.C([O-])([O-])=O.[Na+].[Na+]. (3) Given the product [Br:14][C:15]1[CH:20]=[CH:19][CH:18]=[CH:17][C:16]=1[O:13][CH:10]1[CH2:11][CH2:12][NH:8][CH2:9]1, predict the reactants needed to synthesize it. The reactants are: C(OC([N:8]1[CH2:12][CH2:11][CH:10]([OH:13])[CH2:9]1)=O)(C)(C)C.[Br:14][C:15]1[CH:20]=[CH:19][CH:18]=[CH:17][C:16]=1O.C1(P(C2C=CC=CC=2)C2C=CC=CC=2)C=CC=CC=1.N(C(OC(C)C)=O)=NC(OC(C)C)=O. (4) The reactants are: N1C=CC=CC=1.Cl.[NH2:8][OH:9].[C:10]([O:14][C:15]([O:17][C:18]1[C:30]([C:31]([F:34])([F:33])[F:32])=[CH:29][CH:28]=[C:27]([CH2:35][O:36][C:37]2[CH:42]=[CH:41][C:40]([C:43]3[CH:48]=[CH:47][C:46]([CH2:49][C:50]([O:52][CH3:53])=[O:51])=[CH:45][C:44]=3[CH:54]=O)=[CH:39][CH:38]=2)[C:19]=1[C:20]([O:22][C:23]([CH3:26])([CH3:25])[CH3:24])=[O:21])=[O:16])([CH3:13])([CH3:12])[CH3:11]. Given the product [C:10]([O:14][C:15]([O:17][C:18]1[C:30]([C:31]([F:34])([F:33])[F:32])=[CH:29][CH:28]=[C:27]([CH2:35][O:36][C:37]2[CH:42]=[CH:41][C:40]([C:43]3[CH:48]=[CH:47][C:46]([CH2:49][C:50]([O:52][CH3:53])=[O:51])=[CH:45][C:44]=3[CH:54]=[N:8][OH:9])=[CH:39][CH:38]=2)[C:19]=1[C:20]([O:22][C:23]([CH3:26])([CH3:25])[CH3:24])=[O:21])=[O:16])([CH3:13])([CH3:12])[CH3:11], predict the reactants needed to synthesize it. (5) Given the product [Br:19][CH2:2][CH2:3][O:4][CH2:5][CH2:6][CH:7]([C:13]([N:15]([CH3:17])[CH3:16])=[O:14])[C:8]([N:10]([CH3:12])[CH3:11])=[O:9], predict the reactants needed to synthesize it. The reactants are: O[CH2:2][CH2:3][O:4][CH2:5][CH2:6][CH:7]([C:13]([N:15]([CH3:17])[CH3:16])=[O:14])[C:8]([N:10]([CH3:12])[CH3:11])=[O:9].P(Br)(Br)[Br:19].O. (6) The reactants are: [Cl:1][C:2]1[CH:3]=[C:4]2[C:9](=[CH:10][N:11]=1)[CH2:8][N:7]([C:12]1[C:17]([F:18])=[C:16]([O:19][CH3:20])[CH:15]=[C:14]([O:21][CH3:22])[C:13]=1[F:23])[C:6](=[O:24])[CH:5]2C(OCC)=O.Cl. Given the product [Cl:1][C:2]1[CH:3]=[C:4]2[C:9](=[CH:10][N:11]=1)[CH2:8][N:7]([C:12]1[C:17]([F:18])=[C:16]([O:19][CH3:20])[CH:15]=[C:14]([O:21][CH3:22])[C:13]=1[F:23])[C:6](=[O:24])[CH2:5]2, predict the reactants needed to synthesize it. (7) Given the product [C:1]([Si:5]([CH3:7])([CH3:6])[O:8][C@@H:9]1[C:17]2[C:12](=[C:13]([N:27]3[CH:28]=[CH:29][CH:30]=[CH:31][C:26]3=[O:25])[CH:14]=[CH:15][CH:16]=2)[CH2:11][CH2:10]1)([CH3:4])([CH3:3])[CH3:2], predict the reactants needed to synthesize it. The reactants are: [C:1]([Si:5]([O:8][C@@H:9]1[C:17]2[C:12](=[C:13](I)[CH:14]=[CH:15][CH:16]=2)[CH2:11][CH2:10]1)([CH3:7])[CH3:6])([CH3:4])([CH3:3])[CH3:2].C([O-])([O-])=O.[K+].[K+].[OH:25][C:26]1[CH:31]=[CH:30][CH:29]=[CH:28][N:27]=1.COC1C2C(=C3C(=CC=2)C(OC)=CC=N3)N=CC=1. (8) Given the product [F:1][C:2]1[C:10]([I:11])=[CH:9][C:5]([C:6](=[O:8])[CH2:22][C:23]([O:18][CH2:14][CH3:15])=[O:24])=[C:4]([O:12][CH3:13])[CH:3]=1, predict the reactants needed to synthesize it. The reactants are: [F:1][C:2]1[C:10]([I:11])=[CH:9][C:5]([C:6]([OH:8])=O)=[C:4]([O:12][CH3:13])[CH:3]=1.[C:14](Cl)(=[O:18])[C:15](Cl)=O.C([CH:22](C([O-])=O)[C:23]([O-])=[O:24])C.[K+].[K+].[Cl-].[Mg+2].[Cl-].Cl. (9) Given the product [I:18][C:2]1[CH:3]=[CH:4][CH:5]=[C:6]2[C:11]=1[CH:10]=[C:9]([OH:12])[CH:8]=[CH:7]2, predict the reactants needed to synthesize it. The reactants are: N[C:2]1[CH:3]=[CH:4][CH:5]=[C:6]2[C:11]=1[CH:10]=[C:9]([OH:12])[CH:8]=[CH:7]2.Cl.N([O-])=O.[Na+].[I-:18].[K+].